Dataset: NCI-60 drug combinations with 297,098 pairs across 59 cell lines. Task: Regression. Given two drug SMILES strings and cell line genomic features, predict the synergy score measuring deviation from expected non-interaction effect. (1) Drug 1: CC1=C(C(=O)C2=C(C1=O)N3CC4C(C3(C2COC(=O)N)OC)N4)N. Drug 2: CC1CCC2CC(C(=CC=CC=CC(CC(C(=O)C(C(C(=CC(C(=O)CC(OC(=O)C3CCCCN3C(=O)C(=O)C1(O2)O)C(C)CC4CCC(C(C4)OC)OP(=O)(C)C)C)C)O)OC)C)C)C)OC. Cell line: OVCAR3. Synergy scores: CSS=26.5, Synergy_ZIP=-5.54, Synergy_Bliss=-3.04, Synergy_Loewe=3.75, Synergy_HSA=4.50. (2) Drug 1: CCC1=C2CN3C(=CC4=C(C3=O)COC(=O)C4(CC)O)C2=NC5=C1C=C(C=C5)O. Drug 2: CC(C)NC(=O)C1=CC=C(C=C1)CNNC.Cl. Cell line: SF-539. Synergy scores: CSS=42.8, Synergy_ZIP=-0.0268, Synergy_Bliss=-0.978, Synergy_Loewe=-51.9, Synergy_HSA=-3.02. (3) Drug 1: C1=CC(=CC=C1CCC2=CNC3=C2C(=O)NC(=N3)N)C(=O)NC(CCC(=O)O)C(=O)O. Drug 2: CC1CCCC2(C(O2)CC(NC(=O)CC(C(C(=O)C(C1O)C)(C)C)O)C(=CC3=CSC(=N3)C)C)C. Cell line: OVCAR-8. Synergy scores: CSS=17.0, Synergy_ZIP=-3.03, Synergy_Bliss=-7.70, Synergy_Loewe=-8.34, Synergy_HSA=-8.03. (4) Drug 1: CC(CN1CC(=O)NC(=O)C1)N2CC(=O)NC(=O)C2. Drug 2: C1=C(C(=O)NC(=O)N1)F. Cell line: OVCAR-8. Synergy scores: CSS=54.3, Synergy_ZIP=7.29, Synergy_Bliss=6.65, Synergy_Loewe=9.72, Synergy_HSA=12.0. (5) Drug 1: CC12CCC(CC1=CCC3C2CCC4(C3CC=C4C5=CN=CC=C5)C)O. Drug 2: CC1=C(C=C(C=C1)NC2=NC=CC(=N2)N(C)C3=CC4=NN(C(=C4C=C3)C)C)S(=O)(=O)N.Cl. Cell line: COLO 205. Synergy scores: CSS=2.83, Synergy_ZIP=8.25, Synergy_Bliss=15.4, Synergy_Loewe=5.12, Synergy_HSA=6.65. (6) Drug 1: CCC(=C(C1=CC=CC=C1)C2=CC=C(C=C2)OCCN(C)C)C3=CC=CC=C3.C(C(=O)O)C(CC(=O)O)(C(=O)O)O. Drug 2: CCC1(C2=C(COC1=O)C(=O)N3CC4=CC5=C(C=CC(=C5CN(C)C)O)N=C4C3=C2)O.Cl. Cell line: CAKI-1. Synergy scores: CSS=49.0, Synergy_ZIP=-3.30, Synergy_Bliss=-3.86, Synergy_Loewe=-2.23, Synergy_HSA=-0.661. (7) Drug 1: C1=CC(=CC=C1C#N)C(C2=CC=C(C=C2)C#N)N3C=NC=N3. Drug 2: C1C(C(OC1N2C=NC3=C2NC=NCC3O)CO)O. Cell line: HT29. Synergy scores: CSS=-2.41, Synergy_ZIP=3.03, Synergy_Bliss=0.434, Synergy_Loewe=-1.35, Synergy_HSA=-6.73. (8) Drug 1: C1=CC(=CC=C1CCC2=CNC3=C2C(=O)NC(=N3)N)C(=O)NC(CCC(=O)O)C(=O)O. Drug 2: CNC(=O)C1=NC=CC(=C1)OC2=CC=C(C=C2)NC(=O)NC3=CC(=C(C=C3)Cl)C(F)(F)F. Cell line: BT-549. Synergy scores: CSS=22.5, Synergy_ZIP=-3.29, Synergy_Bliss=4.29, Synergy_Loewe=3.85, Synergy_HSA=4.16.